Task: Predict the reactants needed to synthesize the given product.. Dataset: Full USPTO retrosynthesis dataset with 1.9M reactions from patents (1976-2016) Given the product [F:25][C:22]1[CH:21]=[CH:20][C:19]([C:16]2[N:15]=[N:14][C:13]([O:9][CH:3]3[CH:4]4[CH2:7][CH2:8][N:1]([CH2:6][CH2:5]4)[CH2:2]3)=[CH:18][CH:17]=2)=[CH:24][CH:23]=1, predict the reactants needed to synthesize it. The reactants are: [N:1]12[CH2:8][CH2:7][CH:4]([CH2:5][CH2:6]1)[CH:3]([OH:9])[CH2:2]2.[H-].[Na+].Cl[C:13]1[N:14]=[N:15][C:16]([C:19]2[CH:24]=[CH:23][C:22]([F:25])=[CH:21][CH:20]=2)=[CH:17][CH:18]=1.